This data is from Peptide-MHC class II binding affinity with 134,281 pairs from IEDB. The task is: Regression. Given a peptide amino acid sequence and an MHC pseudo amino acid sequence, predict their binding affinity value. This is MHC class II binding data. The peptide sequence is ATYHIIIVALTIMGV. The MHC is H-2-IAb with pseudo-sequence H-2-IAb. The binding affinity (normalized) is 0.